Dataset: Catalyst prediction with 721,799 reactions and 888 catalyst types from USPTO. Task: Predict which catalyst facilitates the given reaction. (1) Reactant: [F:1][C:2]([F:11])([F:10])[C@:3]([OH:9])([CH3:8])[C:4]([NH:6][NH2:7])=[O:5].[N:12]#[C:13]Br.C(=O)(O)[O-].[K+]. Product: [NH2:12][C:13]1[O:5][C:4]([C@@:3]([OH:9])([CH3:8])[C:2]([F:10])([F:11])[F:1])=[N:6][N:7]=1. The catalyst class is: 6. (2) Reactant: F[P-](F)(F)(F)(F)F.N1(O[P+](N(C)C)(N(C)C)N(C)C)C2C=CC=CC=2N=N1.[CH3:28][N:29]1[C:33]([C:34]([OH:36])=O)=[CH:32][C:31]([CH3:37])=[N:30]1.C(N(C(C)C)CC)(C)C.[CH3:47][O:48][C:49]1[CH:50]=[C:51]([NH:59][C:60]2[N:61]=[CH:62][C:63]3[CH2:69][NH:68][CH2:67][CH2:66][C:64]=3[N:65]=2)[CH:52]=[C:53]([O:57][CH3:58])[C:54]=1[O:55][CH3:56]. Product: [CH3:28][N:29]1[C:33]([C:34]([N:68]2[CH2:67][CH2:66][C:64]3[N:65]=[C:60]([NH:59][C:51]4[CH:50]=[C:49]([O:48][CH3:47])[C:54]([O:55][CH3:56])=[C:53]([O:57][CH3:58])[CH:52]=4)[N:61]=[CH:62][C:63]=3[CH2:69]2)=[O:36])=[CH:32][C:31]([CH3:37])=[N:30]1. The catalyst class is: 31. (3) Reactant: Br[CH2:2][C:3]([C@H:5]1[C@@H:9]2[C@@H:10]3[C@@:23]([CH3:26])([CH2:24][CH2:25][C@@:8]2([C:44]([O:46][Si](C(C)(C)C)(C)C)=[O:45])[CH2:7][CH2:6]1)[C@@:22]1([CH3:27])[C@@H:13]([C@:14]2([CH3:43])[C@@H:19]([CH2:20][CH2:21]1)[C:18]([CH3:29])([CH3:28])[C:17]([C:30]1[CH:35]=[CH:34][C:33]([C:36]([O:38][C:39]([CH3:42])([CH3:41])[CH3:40])=[O:37])=[CH:32][CH:31]=1)=[CH:16][CH2:15]2)[CH2:12][CH2:11]3)=[CH2:4].C(N(CC)CC)C.Cl.[NH2:62][CH2:63][CH2:64][C:65]([O:67][CH2:68][CH3:69])=[O:66]. Product: [C:39]([O:38][C:36]([C:33]1[CH:32]=[CH:31][C:30]([C:17]2[C:18]([CH3:29])([CH3:28])[C@H:19]3[C@:14]([CH3:43])([CH2:15][CH:16]=2)[C@@H:13]2[C@:22]([CH3:27])([C@@:23]4([CH3:26])[C@H:10]([CH2:11][CH2:12]2)[C@H:9]2[C@H:5]([C:3]([CH2:4][NH:62][CH2:63][CH2:64][C:65]([O:67][CH2:68][CH3:69])=[O:66])=[CH2:2])[CH2:6][CH2:7][C@:8]2([C:44]([OH:46])=[O:45])[CH2:25][CH2:24]4)[CH2:21][CH2:20]3)=[CH:35][CH:34]=1)=[O:37])([CH3:40])([CH3:41])[CH3:42]. The catalyst class is: 26. (4) Reactant: [Cl:1][C:2]1[C:3]([N+:14]([O-])=O)=[C:4]([CH:7]=[C:8]([O:12][CH3:13])[C:9]=1[O:10][CH3:11])[C:5]#[N:6]. Product: [NH2:14][C:3]1[C:2]([Cl:1])=[C:9]([O:10][CH3:11])[C:8]([O:12][CH3:13])=[CH:7][C:4]=1[C:5]#[N:6]. The catalyst class is: 180. (5) Reactant: C(OC([N:8]1[CH2:13][CH2:12][C:11]([N:17]([CH2:19][C:20]2[CH:21]=[C:22]3[C:27](=[CH:28][C:29]=2[O:30][CH3:31])[N:26]=[CH:25][N:24]=[C:23]3[NH:32][C:33]2[CH:38]=[CH:37][CH:36]=[C:35]([Cl:39])[C:34]=2[F:40])[CH3:18])([C:14]([OH:16])=[O:15])[CH2:10][CH2:9]1)=O)(C)(C)C.Cl. Product: [Cl:39][C:35]1[C:34]([F:40])=[C:33]([NH:32][C:23]2[C:22]3[C:27](=[CH:28][C:29]([O:30][CH3:31])=[C:20]([CH2:19][N:17]([CH3:18])[C:11]4([C:14]([OH:16])=[O:15])[CH2:12][CH2:13][NH:8][CH2:9][CH2:10]4)[CH:21]=3)[N:26]=[CH:25][N:24]=2)[CH:38]=[CH:37][CH:36]=1. The catalyst class is: 12. (6) Reactant: [OH:1][C:2]1[CH:7]=[CH:6][C:5]([N:8]2[C:13](=[O:14])[C:12]([CH2:15][C:16]3[CH:21]=[CH:20][C:19]([C:22]4[C:23]([C:28]#[N:29])=[CH:24][CH:25]=[CH:26][CH:27]=4)=[CH:18][CH:17]=3)=[C:11]([CH2:30][CH2:31][CH3:32])[N:10]=[C:9]2[CH3:33])=[CH:4][CH:3]=1.[Si](O[CH:42]1[CH2:47][CH2:46][CH2:45][CH:44]([OH:48])[CH2:43]1)(C(C)(C)C)(C)C.C1(P(C2C=CC=CC=2)C2C=CC=CC=2)C=CC=CC=1.[N:69]([C:70]([O:72]C(C)C)=[O:71])=[N:69][C:70]([O:72]C(C)C)=[O:71]. Product: [OH:48][CH:44]1[CH2:43][CH2:42][CH2:47][CH:46]([O:1][C:2]2[CH:3]=[CH:4][C:5]([N:8]3[C:13](=[O:14])[C:12]([CH2:15][C:16]4[CH:21]=[CH:20][C:19]([C:22]5[CH:27]=[CH:26][CH:25]=[CH:24][C:23]=5[C:28]5[NH:69][C:70](=[O:71])[O:72][N:29]=5)=[CH:18][CH:17]=4)=[C:11]([CH2:30][CH2:31][CH3:32])[N:10]=[C:9]3[CH3:33])=[CH:6][CH:7]=2)[CH2:45]1. The catalyst class is: 253. (7) Reactant: [CH2:1]([O:8][C@@H:9]([C@@H:35]1[NH:40][C@@H:39]([CH3:41])[CH:38]([OH:42])[O:37][CH2:36]1)[C@@H:10]([N:20]([CH2:28][C:29]1[CH:34]=[CH:33][CH:32]=[CH:31][CH:30]=1)[CH2:21][C:22]1[CH:27]=[CH:26][CH:25]=[CH:24][CH:23]=1)[CH2:11][C:12]1[CH:17]=[C:16]([F:18])[CH:15]=[C:14]([F:19])[CH:13]=1)[C:2]1[CH:7]=[CH:6][CH:5]=[CH:4][CH:3]=1.[CH2:43](O)[C:44]([CH3:47])([CH3:46])[CH3:45].CS(O)(=O)=O.C(=O)(O)[O-].[Na+]. Product: [CH2:28]([N:20]([CH2:21][C:22]1[CH:27]=[CH:26][CH:25]=[CH:24][CH:23]=1)[C@@H:10]([CH2:11][C:12]1[CH:13]=[C:14]([F:19])[CH:15]=[C:16]([F:18])[CH:17]=1)[C@@H:9]([O:8][CH2:1][C:2]1[CH:3]=[CH:4][CH:5]=[CH:6][CH:7]=1)[C@H:35]1[CH2:36][O:37][C@@H:38]([O:42][CH2:43][C:44]([CH3:47])([CH3:46])[CH3:45])[C@H:39]([CH3:41])[NH:40]1)[C:29]1[CH:30]=[CH:31][CH:32]=[CH:33][CH:34]=1. The catalyst class is: 4. (8) Reactant: [OH:1]OS([O-])=O.[K+].[CH3:7][C:8]([C:12]1[N:16]([CH2:17][CH:18]2[CH2:23][CH2:22][O:21][CH2:20][CH2:19]2)[C:15]2[CH:24]=[CH:25][C:26]([S:28]([N:31]3[CH:35]=[CH:34][C:33]([CH:36]=[O:37])=[CH:32]3)(=[O:30])=[O:29])=[CH:27][C:14]=2[N:13]=1)([CH3:11])[CH2:9][CH3:10]. Product: [CH3:11][C:8]([C:12]1[N:16]([CH2:17][CH:18]2[CH2:23][CH2:22][O:21][CH2:20][CH2:19]2)[C:15]2[CH:24]=[CH:25][C:26]([S:28]([N:31]3[CH:35]=[CH:34][C:33]([C:36]([OH:1])=[O:37])=[CH:32]3)(=[O:30])=[O:29])=[CH:27][C:14]=2[N:13]=1)([CH3:7])[CH2:9][CH3:10]. The catalyst class is: 3. (9) Reactant: CC(S([NH:7][C@H:8]([C:11]1[CH:16]=[CH:15][N:14]=[C:13]([C:17]([NH2:19])=[O:18])[CH:12]=1)[CH2:9][CH3:10])=O)(C)C.Cl. Product: [NH2:7][C@H:8]([C:11]1[CH:16]=[CH:15][N:14]=[C:13]([C:17]([NH2:19])=[O:18])[CH:12]=1)[CH2:9][CH3:10]. The catalyst class is: 71. (10) Reactant: [O:1]=[C:2]1[N:6]([CH:7]([CH2:11][C:12]2[CH:17]=[CH:16][CH:15]=[CH:14][CH:13]=2)[C:8]([OH:10])=[O:9])[C:5](=[S:18])[NH:4][CH2:3]1.[Cl:19][C:20]1[CH:21]=[C:22]([C:27]2S[C:30]([CH:32]=O)=[CH:29][CH:28]=2)[CH:23]=[CH:24][C:25]=1[Cl:26].NCCC(O)=[O:38].CO.C(Cl)Cl. Product: [Cl:19][C:20]1[CH:21]=[C:22]([C:27]2[O:38][C:30](/[CH:32]=[C:3]3/[NH:4][C:5](=[S:18])[N:6]([CH:7]([CH2:11][C:12]4[CH:17]=[CH:16][CH:15]=[CH:14][CH:13]=4)[C:8]([OH:10])=[O:9])[C:2]/3=[O:1])=[CH:29][CH:28]=2)[CH:23]=[CH:24][C:25]=1[Cl:26]. The catalyst class is: 15.